From a dataset of Catalyst prediction with 721,799 reactions and 888 catalyst types from USPTO. Predict which catalyst facilitates the given reaction. (1) Reactant: [C:1]1([N:7]2[C:12](=[O:13])[CH2:11][C:10](=[O:14])[NH:9][C:8]2=[S:15])[CH:6]=[CH:5][CH:4]=[CH:3][CH:2]=1.[CH3:16][O:17][C:18]1[CH:27]=[C:26]([O:28][CH3:29])[C:25]2[C:20](=[CH:21][CH:22]=[CH:23][CH:24]=2)[C:19]=1[CH:30]=O. Product: [CH3:16][O:17][C:18]1[CH:27]=[C:26]([O:28][CH3:29])[C:25]2[C:20](=[CH:21][CH:22]=[CH:23][CH:24]=2)[C:19]=1[CH:30]=[C:11]1[C:12](=[O:13])[N:7]([C:1]2[CH:2]=[CH:3][CH:4]=[CH:5][CH:6]=2)[C:8](=[S:15])[NH:9][C:10]1=[O:14]. The catalyst class is: 14. (2) Reactant: [N:1]1[CH:6]=[CH:5][C:4]([CH2:7][NH:8][C:9]2[N:17]=[C:16]3[C:12]([NH:13][C:14](=[O:27])[N:15]3[CH2:18][C:19]3[CH:24]=[CH:23][C:22]([CH2:25]Cl)=[CH:21][CH:20]=3)=[C:11]([NH2:28])[N:10]=2)=[CH:3][CH:2]=1.[CH3:29][NH:30][CH2:31][CH2:32][CH2:33][CH2:34][O:35][C:36]1[CH:37]=[C:38]([CH:44]=[CH:45][CH:46]=1)[CH2:39][C:40]([O:42][CH3:43])=[O:41].C(N(C(C)C)C(C)C)C. Product: [N:1]1[CH:6]=[CH:5][C:4]([CH2:7][NH:8][C:9]2[N:17]=[C:16]3[C:12]([NH:13][C:14](=[O:27])[N:15]3[CH2:18][C:19]3[CH:24]=[CH:23][C:22]([CH2:25][N:30]([CH3:29])[CH2:31][CH2:32][CH2:33][CH2:34][O:35][C:36]4[CH:46]=[CH:45][CH:44]=[C:38]([CH2:39][C:40]([O:42][CH3:43])=[O:41])[CH:37]=4)=[CH:21][CH:20]=3)=[C:11]([NH2:28])[N:10]=2)=[CH:3][CH:2]=1. The catalyst class is: 3. (3) Reactant: [C:1]([O:4][C:5](=[O:7])[CH3:6])(=O)[CH3:2].C([O-])(=O)C.[Na+].C(OC1[CH:17]=[CH:18][C:19]([CH3:23])=[C:20]([CH:22]=1)[NH2:21])C.[N:24](OCCC(C)C)=O.C1OCCOCCOCCOCCOCCOC1.[ClH:50].CO. Product: [ClH:50].[NH:21]1[C:20]2[C:19](=[CH:18][CH:17]=[C:6]([C:5]([O:4][CH2:1][CH3:2])=[O:7])[CH:22]=2)[CH:23]=[N:24]1.[ClH:50]. The catalyst class is: 408. (4) Reactant: [CH3:1][C:2]1[N:3]=[C:4]([C:9]2[CH:14]=[CH:13][C:12]([C:15]([F:18])([F:17])[F:16])=[CH:11][CH:10]=2)[S:5][C:6]=1[CH:7]=[O:8].[CH3:19][Mg]Br. Product: [CH3:1][C:2]1[N:3]=[C:4]([C:9]2[CH:10]=[CH:11][C:12]([C:15]([F:18])([F:16])[F:17])=[CH:13][CH:14]=2)[S:5][C:6]=1[CH:7]([OH:8])[CH3:19]. The catalyst class is: 7. (5) Reactant: [CH3:1][C:2]1([CH3:12])[C:6]2=[C:7]([OH:11])[CH:8]=[CH:9][CH:10]=[C:5]2[O:4][CH2:3]1.Cl[C:14]1[N:19]=[CH:18][C:17]([N+:20]([O-:22])=[O:21])=[CH:16][N:15]=1. Product: [CH3:1][C:2]1([CH3:12])[C:6]2[C:7]([O:11][C:14]3[N:19]=[CH:18][C:17]([N+:20]([O-:22])=[O:21])=[CH:16][N:15]=3)=[CH:8][CH:9]=[CH:10][C:5]=2[O:4][CH2:3]1. The catalyst class is: 9.